Task: Predict the product of the given reaction.. Dataset: Forward reaction prediction with 1.9M reactions from USPTO patents (1976-2016) Given the reactants [CH:1]1([CH:6]2[N:10]([C:11]3[CH:18]=[CH:17][C:14]([C:15]#[N:16])=[C:13]([CH3:19])[CH:12]=3)[NH:9][C:8](=O)[CH2:7]2)[CH2:5][CH2:4][CH2:3][CH2:2]1.P(Cl)(Cl)([Cl:23])=O, predict the reaction product. The product is: [Cl:23][C:8]1[CH2:7][CH:6]([CH:1]2[CH2:5][CH2:4][CH2:3][CH2:2]2)[N:10]([C:11]2[CH:18]=[CH:17][C:14]([C:15]#[N:16])=[C:13]([CH3:19])[CH:12]=2)[N:9]=1.